This data is from Full USPTO retrosynthesis dataset with 1.9M reactions from patents (1976-2016). The task is: Predict the reactants needed to synthesize the given product. (1) Given the product [CH3:1][O:2][C:3]1[CH:4]=[C:5]([CH:21]=[CH:22][C:23]=1[O:24][CH3:25])[CH2:6][C@H:7]1[C:16]2[C:11](=[CH:12][C:13]([O:19][CH3:20])=[C:14]([O:17][CH3:18])[CH:15]=2)[CH2:10][CH2:9][N:8]1[CH2:27][C:28]([NH:36][CH2:35][C:34]1[CH:37]=[CH:38][CH:39]=[CH:40][C:33]=1[O:32][CH3:31])=[O:29], predict the reactants needed to synthesize it. The reactants are: [CH3:1][O:2][C:3]1[CH:4]=[C:5]([CH:21]=[CH:22][C:23]=1[O:24][CH3:25])[CH2:6][C@H:7]1[C:16]2[C:11](=[CH:12][C:13]([O:19][CH3:20])=[C:14]([O:17][CH3:18])[CH:15]=2)[CH2:10][CH2:9][NH:8]1.Br[CH2:27][C:28](Br)=[O:29].[CH3:31][O:32][C:33]1[CH:40]=[CH:39][CH:38]=[CH:37][C:34]=1[CH2:35][NH2:36]. (2) The reactants are: [N+:1]([C:4]1[C:5]([C:14]#[N:15])=[N:6][CH:7]=[C:8]([C:10]([F:13])([F:12])[F:11])[CH:9]=1)([O-])=O.CC[O:18]C(C)=O. Given the product [NH2:1][C:4]1[C:5]([C:14]([NH2:15])=[O:18])=[N:6][CH:7]=[C:8]([C:10]([F:13])([F:12])[F:11])[CH:9]=1, predict the reactants needed to synthesize it.